From a dataset of Full USPTO retrosynthesis dataset with 1.9M reactions from patents (1976-2016). Predict the reactants needed to synthesize the given product. (1) Given the product [CH:1]1([C:4]2([F:23])[CH2:7][N:6]([C:8]3[N:13]=[C:12]([S:26]([CH3:30])(=[O:28])=[O:25])[N:11]=[C:10]([NH:16][C:17]4[NH:21][N:20]=[C:19]([CH3:22])[CH:18]=4)[CH:9]=3)[CH2:5]2)[CH2:2][CH2:3]1, predict the reactants needed to synthesize it. The reactants are: [CH:1]1([C:4]2([F:23])[CH2:7][N:6]([C:8]3[N:13]=[C:12](SC)[N:11]=[C:10]([NH:16][C:17]4[NH:21][N:20]=[C:19]([CH3:22])[CH:18]=4)[CH:9]=3)[CH2:5]2)[CH2:3][CH2:2]1.O[O:25][S:26]([O-:28])=O.[K+].[C:30]([O-])([O-])=O.[K+].[K+]. (2) Given the product [CH3:1][O:2][C:3]([C:5]1[C:6]2[CH2:7][C:8]([CH3:24])([CH3:23])[CH:9]([C:16]3[CH:21]=[CH:20][CH:19]=[C:18]([Br:22])[CH:17]=3)[NH:10][C:11]=2[C:12]([F:15])=[CH:13][CH:14]=1)=[O:4], predict the reactants needed to synthesize it. The reactants are: [CH3:1][O:2][C:3]([C:5]1[C:6]2[CH:7](O)[C:8]([CH3:24])([CH3:23])[CH:9]([C:16]3[CH:21]=[CH:20][CH:19]=[C:18]([Br:22])[CH:17]=3)[NH:10][C:11]=2[C:12]([F:15])=[CH:13][CH:14]=1)=[O:4].C([SiH](CC)CC)C. (3) Given the product [CH2:16]([CH:13]1[CH2:12][CH2:11][CH:10]([CH:7]2[CH2:6][CH2:5][CH:4]([CH:3]=[CH:2][C:19]3[CH:24]=[C:23]([Si:25]([CH3:27])([CH3:26])[CH3:28])[C:22]([O:29][CH2:30][CH3:31])=[C:21]([F:32])[C:20]=3[C:33]([F:35])([F:36])[F:34])[CH2:9][CH2:8]2)[CH2:15][CH2:14]1)[CH2:17][CH3:18], predict the reactants needed to synthesize it. The reactants are: O[CH:2]([C:19]1[CH:24]=[C:23]([Si:25]([CH3:28])([CH3:27])[CH3:26])[C:22]([O:29][CH2:30][CH3:31])=[C:21]([F:32])[C:20]=1[C:33]([F:36])([F:35])[F:34])[CH2:3][CH:4]1[CH2:9][CH2:8][CH:7]([CH:10]2[CH2:15][CH2:14][CH:13]([CH2:16][CH2:17][CH3:18])[CH2:12][CH2:11]2)[CH2:6][CH2:5]1.O.C1(C)C=CC(S(O)(=O)=O)=CC=1.Cl.[Na].